The task is: Predict the reaction yield, written as a fraction of the theoretical maximum amount of product (1.0 means a 100% yield; for example, 0.34 means a 34% yield).. This data is from Reaction yield outcomes from USPTO patents with 853,638 reactions. The catalyst is C(=S)=S. The product is [Br:1][C:2]1[C:3]([Cl:10])=[CH:4][C:5]([C:11](=[O:13])[CH3:12])=[C:6]([OH:8])[CH:7]=1. The reactants are [Br:1][C:2]1[CH:7]=[C:6]([O:8]C)[CH:5]=[CH:4][C:3]=1[Cl:10].[C:11](Cl)(=[O:13])[CH3:12].[Cl-].[Cl-].[Cl-].[Al+3]. The yield is 0.990.